Dataset: NCI-60 drug combinations with 297,098 pairs across 59 cell lines. Task: Regression. Given two drug SMILES strings and cell line genomic features, predict the synergy score measuring deviation from expected non-interaction effect. (1) Drug 1: CNC(=O)C1=CC=CC=C1SC2=CC3=C(C=C2)C(=NN3)C=CC4=CC=CC=N4. Drug 2: CC(C)CN1C=NC2=C1C3=CC=CC=C3N=C2N. Cell line: NCI-H460. Synergy scores: CSS=10.1, Synergy_ZIP=2.63, Synergy_Bliss=9.13, Synergy_Loewe=6.90, Synergy_HSA=8.21. (2) Drug 1: CCC(=C(C1=CC=CC=C1)C2=CC=C(C=C2)OCCN(C)C)C3=CC=CC=C3.C(C(=O)O)C(CC(=O)O)(C(=O)O)O. Drug 2: C1=CN(C=N1)CC(O)(P(=O)(O)O)P(=O)(O)O. Cell line: M14. Synergy scores: CSS=-3.75, Synergy_ZIP=0.755, Synergy_Bliss=-2.17, Synergy_Loewe=-4.80, Synergy_HSA=-4.78. (3) Drug 1: CN1C(=O)N2C=NC(=C2N=N1)C(=O)N. Drug 2: CC1C(C(CC(O1)OC2CC(OC(C2O)C)OC3=CC4=CC5=C(C(=O)C(C(C5)C(C(=O)C(C(C)O)O)OC)OC6CC(C(C(O6)C)O)OC7CC(C(C(O7)C)O)OC8CC(C(C(O8)C)O)(C)O)C(=C4C(=C3C)O)O)O)O. Cell line: SK-MEL-28. Synergy scores: CSS=55.1, Synergy_ZIP=0.440, Synergy_Bliss=0.998, Synergy_Loewe=-43.1, Synergy_HSA=-0.0611. (4) Drug 1: CCCS(=O)(=O)NC1=C(C(=C(C=C1)F)C(=O)C2=CNC3=C2C=C(C=N3)C4=CC=C(C=C4)Cl)F. Drug 2: CCCCC(=O)OCC(=O)C1(CC(C2=C(C1)C(=C3C(=C2O)C(=O)C4=C(C3=O)C=CC=C4OC)O)OC5CC(C(C(O5)C)O)NC(=O)C(F)(F)F)O. Cell line: SNB-19. Synergy scores: CSS=6.02, Synergy_ZIP=1.44, Synergy_Bliss=4.46, Synergy_Loewe=-1.32, Synergy_HSA=1.61. (5) Drug 1: C1CC(=O)NC(=O)C1N2CC3=C(C2=O)C=CC=C3N. Drug 2: CN(C)C1=NC(=NC(=N1)N(C)C)N(C)C. Cell line: RXF 393. Synergy scores: CSS=3.03, Synergy_ZIP=2.66, Synergy_Bliss=5.10, Synergy_Loewe=1.64, Synergy_HSA=1.94.